This data is from Full USPTO retrosynthesis dataset with 1.9M reactions from patents (1976-2016). The task is: Predict the reactants needed to synthesize the given product. (1) Given the product [Cl:1][C:2]1[CH:7]=[CH:6][C:5]([C:8]2[CH:9]=[CH:10][N:29]=[C:27]([C:26]3[CH:30]=[CH:31][C:23]([CH3:22])=[CH:24][CH:25]=3)[N:28]=2)=[CH:4][C:3]=1[CH2:15][NH:16][C:17](=[O:20])[O:18][CH3:19], predict the reactants needed to synthesize it. The reactants are: [Cl:1][C:2]1[CH:7]=[CH:6][C:5]([C:8](=O)[CH:9]=[CH:10]N(C)C)=[CH:4][C:3]=1[CH2:15][NH:16][C:17](=[O:20])[O:18][CH3:19].Cl.[CH3:22][C:23]1[CH:31]=[CH:30][C:26]([C:27]([NH2:29])=[NH:28])=[CH:25][CH:24]=1.[H-].[Na+].[Cl-].[NH4+]. (2) Given the product [F:21][C:15]([F:22])([C:3]1[CH:4]=[CH:5][C:6]([O:8][C:9]([F:12])([F:11])[F:10])=[CH:7][C:2]=1[F:1])[C:16]([O:18][CH2:19][CH3:20])=[O:17], predict the reactants needed to synthesize it. The reactants are: [F:1][C:2]1[CH:7]=[C:6]([O:8][C:9]([F:12])([F:11])[F:10])[CH:5]=[CH:4][C:3]=1I.Br[C:15]([F:22])([F:21])[C:16]([O:18][CH2:19][CH3:20])=[O:17].C(=O)(O)[O-].[Na+]. (3) Given the product [CH:30](=[O:31])[CH2:29][CH2:19][CH2:20][CH2:21][CH2:22][CH:23]=[CH2:18], predict the reactants needed to synthesize it. The reactants are: [C:18]1(P([C:18]2[CH:23]=[CH:22][CH:21]=[CH:20][CH:19]=2)[C:18]2[CH:23]=[CH:22][C:21](S([O-])(=O)=O)=[CH:20][CH:19]=2)[CH:23]=[CH:22][CH:21]=[CH:20][CH:19]=1.[Li+].CC(C[CH:29](O)[CH2:30][OH:31])C. (4) The reactants are: [Br:1][C:2]1[CH:3]=[CH:4][C:5]([NH2:8])=[N:6][CH:7]=1.[Cl:9][S:10](O)(=[O:12])=[O:11]. Given the product [NH2:8][C:5]1[C:4]([S:10]([Cl:9])(=[O:12])=[O:11])=[CH:3][C:2]([Br:1])=[CH:7][N:6]=1, predict the reactants needed to synthesize it. (5) Given the product [CH3:1][CH:2]1[C:8]2=[C:9]3[C:13](=[CH:14][CH:15]=[C:7]2[O:6][CH2:5][CH2:4][N:3]1[C:16]([O:18][C:19]([CH3:21])([CH3:20])[CH3:22])=[O:17])[N:12]([S:30]([C:26]1[S:25][CH:29]=[CH:28][CH:27]=1)(=[O:32])=[O:31])[CH:11]=[CH:10]3, predict the reactants needed to synthesize it. The reactants are: [CH3:1][CH:2]1[C:8]2=[C:9]3[C:13](=[CH:14][CH:15]=[C:7]2[O:6][CH2:5][CH2:4][N:3]1[C:16]([O:18][C:19]([CH3:22])([CH3:21])[CH3:20])=[O:17])[NH:12][CH:11]=[CH:10]3.[H-].[Na+].[S:25]1[CH:29]=[CH:28][CH:27]=[C:26]1[S:30](Cl)(=[O:32])=[O:31]. (6) Given the product [CH2:1]([O:8][C:9]1[C:10]([N+:29]([O-:31])=[O:30])=[C:11]([F:28])[CH:12]=[C:13]([CH2:15][C:16]([O:18][CH2:19][CH3:20])=[O:17])[CH:14]=1)[C:2]1[CH:7]=[CH:6][CH:5]=[CH:4][CH:3]=1, predict the reactants needed to synthesize it. The reactants are: [CH2:1]([O:8][C:9]1[C:10]([N+:29]([O-:31])=[O:30])=[C:11]([F:28])[CH:12]=[C:13]([CH:15](C(OCC)=O)[C:16]([O:18][C:19](C)(C)[CH3:20])=[O:17])[CH:14]=1)[C:2]1[CH:7]=[CH:6][CH:5]=[CH:4][CH:3]=1.FC(F)(F)C(O)=O.